From a dataset of Reaction yield outcomes from USPTO patents with 853,638 reactions. Predict the reaction yield, written as a fraction of the theoretical maximum amount of product (1.0 means a 100% yield; for example, 0.34 means a 34% yield). (1) The reactants are [Cl:1][C:2]1[CH:7]=[C:6]([Cl:8])[CH:5]=[CH:4][C:3]=1[C:9]1[CH:10]=[CH:11][C:12]2[O:21][CH:20]3[CH:15]([CH2:16][N:17](C(OC(C)(C)C)=O)[CH2:18][CH2:19]3)[C:13]=2[CH:14]=1.FC(F)(F)C(O)=O.[OH-].[Na+]. The catalyst is C(Cl)Cl. The product is [Cl:1][C:2]1[CH:7]=[C:6]([Cl:8])[CH:5]=[CH:4][C:3]=1[C:9]1[CH:10]=[CH:11][C:12]2[O:21][CH:20]3[CH:15]([CH:16]=[N:17][CH2:18][CH2:19]3)[C:13]=2[CH:14]=1. The yield is 0.980. (2) The reactants are [O:1]=[C:2]1[C:11]2[C:10]([CH2:12][CH2:13][C:14]([OH:16])=O)=[CH:9][NH:8][C:7]=2[CH2:6][CH2:5][CH2:4][CH2:3]1.[C:17](N1C=CN=C1)([N:19]1C=CN=[CH:20]1)=O.CNC.O. The catalyst is O1CCCC1. The product is [CH3:17][N:19]([CH3:20])[C:14](=[O:16])[CH2:13][CH2:12][C:10]1[C:11]2[C:2](=[O:1])[CH2:3][CH2:4][CH2:5][CH2:6][C:7]=2[NH:8][CH:9]=1. The yield is 0.720.